From a dataset of Full USPTO retrosynthesis dataset with 1.9M reactions from patents (1976-2016). Predict the reactants needed to synthesize the given product. (1) Given the product [C:10]([O:9][C:8]([NH:7][CH2:6][C:5]1[CH:15]=[CH:16][C:2]([S:59][CH2:60][CH2:61][C:62]([O:64][CH3:65])=[O:63])=[CH:3][CH:4]=1)=[O:14])([CH3:13])([CH3:12])[CH3:11], predict the reactants needed to synthesize it. The reactants are: Br[C:2]1[CH:16]=[CH:15][C:5]([CH2:6][NH:7][C:8](=[O:14])[O:9][C:10]([CH3:13])([CH3:12])[CH3:11])=[CH:4][CH:3]=1.CC1(C)C2C(=C(P(C3C=CC=CC=3)C3C=CC=CC=3)C=CC=2)OC2C(P(C3C=CC=CC=3)C3C=CC=CC=3)=CC=CC1=2.[SH:59][CH2:60][CH2:61][C:62]([O:64][CH3:65])=[O:63].[Br-]. (2) Given the product [CH3:1][O:2][C:3]([C:5]1[N:6]=[C:7]([C:26]#[N:27])[C:8]2[C:13]([C:14]=1[OH:15])=[CH:12][CH:11]=[CH:10][C:9]=2[O:16][C:17]1[CH:22]=[CH:21][CH:20]=[CH:19][C:18]=1[O:23][CH3:24])=[O:4], predict the reactants needed to synthesize it. The reactants are: [CH3:1][O:2][C:3]([C:5]1[N:6]=[C:7](Br)[C:8]2[C:13]([C:14]=1[OH:15])=[CH:12][CH:11]=[CH:10][C:9]=2[O:16][C:17]1[CH:22]=[CH:21][CH:20]=[CH:19][C:18]=1[O:23][CH3:24])=[O:4].[C:26]([Cu])#[N:27].